From a dataset of Forward reaction prediction with 1.9M reactions from USPTO patents (1976-2016). Predict the product of the given reaction. (1) Given the reactants [Si:1]([O:8][C@H:9]1[CH2:14][CH2:13][C@H:12]([N:15]2[C:19]([CH:20]=[O:21])=[C:18]([I:22])[CH:17]=[N:16]2)[CH2:11][CH2:10]1)([C:4]([CH3:7])([CH3:6])[CH3:5])([CH3:3])[CH3:2].CCO.[BH4-].[Na+], predict the reaction product. The product is: [Si:1]([O:8][C@H:9]1[CH2:10][CH2:11][C@H:12]([N:15]2[C:19]([CH2:20][OH:21])=[C:18]([I:22])[CH:17]=[N:16]2)[CH2:13][CH2:14]1)([C:4]([CH3:7])([CH3:5])[CH3:6])([CH3:3])[CH3:2]. (2) Given the reactants [Cl:1][C:2]1[CH:7]=[CH:6][C:5]([C:8](=[O:18])[NH:9][CH2:10][C:11]2[CH:16]=[CH:15][CH:14]=[C:13]([Cl:17])[CH:12]=2)=[CH:4][C:3]=1[NH:19][C:20]([C:22]1[C:42](=[O:43])[NH:41][C:25]2[N:26]=[C:27]([NH:30][CH2:31][CH2:32][CH2:33][N:34]3[CH2:39][CH2:38][N:37]([CH3:40])[CH2:36][CH2:35]3)[N:28]=[CH:29][C:24]=2[CH:23]=1)=[O:21].Cl.O1CCOCC1, predict the reaction product. The product is: [ClH:1].[Cl:1][C:2]1[CH:7]=[CH:6][C:5]([C:8](=[O:18])[NH:9][CH2:10][C:11]2[CH:16]=[CH:15][CH:14]=[C:13]([Cl:17])[CH:12]=2)=[CH:4][C:3]=1[NH:19][C:20]([C:22]1[C:42](=[O:43])[NH:41][C:25]2[N:26]=[C:27]([NH:30][CH2:31][CH2:32][CH2:33][N:34]3[CH2:35][CH2:36][N:37]([CH3:40])[CH2:38][CH2:39]3)[N:28]=[CH:29][C:24]=2[CH:23]=1)=[O:21]. (3) The product is: [CH2:27]([O:29][C:30]([C:32]1([C:35]2[CH:40]=[CH:39][C:38]([C:2]3[CH:7]=[CH:6][C:5]([C:8]4[O:12][N:11]=[C:10]([CH3:13])[C:9]=4[CH:14]([OH:26])[C:15](=[O:16])[NH:17][C@@H:18]([C:20]4[CH:25]=[CH:24][CH:23]=[CH:22][CH:21]=4)[CH3:19])=[CH:4][CH:3]=3)=[CH:37][CH:36]=2)[CH2:33][CH2:34]1)=[O:31])[CH3:28]. Given the reactants Br[C:2]1[CH:7]=[CH:6][C:5]([C:8]2[O:12][N:11]=[C:10]([CH3:13])[C:9]=2[CH:14]([OH:26])[C:15]([NH:17][C@@H:18]([C:20]2[CH:25]=[CH:24][CH:23]=[CH:22][CH:21]=2)[CH3:19])=[O:16])=[CH:4][CH:3]=1.[CH2:27]([O:29][C:30]([C:32]1([C:35]2[CH:40]=[CH:39][C:38](B3OC(C)(C)C(C)(C)O3)=[CH:37][CH:36]=2)[CH2:34][CH2:33]1)=[O:31])[CH3:28], predict the reaction product.